Dataset: Catalyst prediction with 721,799 reactions and 888 catalyst types from USPTO. Task: Predict which catalyst facilitates the given reaction. (1) Reactant: [NH2:1][C:2]1([C:5]([NH:7][CH2:8][C:9]2[CH:14]=[CH:13][C:12]([C:15]3[C:16]([C:21]([O:23][CH3:24])=[O:22])=[CH:17][CH:18]=[CH:19][CH:20]=3)=[CH:11][CH:10]=2)=[O:6])[CH2:4][CH2:3]1.IC.[CH2:27](N(CC)CC)C. Product: [CH3:27][NH:1][C:2]1([C:5]([NH:7][CH2:8][C:9]2[CH:14]=[CH:13][C:12]([C:15]3[C:16]([C:21]([O:23][CH3:24])=[O:22])=[CH:17][CH:18]=[CH:19][CH:20]=3)=[CH:11][CH:10]=2)=[O:6])[CH2:4][CH2:3]1. The catalyst class is: 2. (2) Reactant: [Br:1][C:2]1[C:3]([CH3:9])=[CH:4][C:5](Cl)=[N:6][CH:7]=1.[CH3:10][S-:11].[Na+]. Product: [Br:1][C:2]1[C:7]([S:11][CH3:10])=[N:6][CH:5]=[CH:4][C:3]=1[CH3:9]. The catalyst class is: 12. (3) The catalyst class is: 47. Product: [CH3:1][O:2][C:3]([C:5]1[CH:6]=[CH:7][C:8]2[N:9]([N:11]=[C:12]([C:14]3[C:15]([CH3:22])=[CH:16][C:17]([O:21][CH2:29][CH2:28][CH2:27][S:24]([CH3:23])(=[O:26])=[O:25])=[CH:18][C:19]=3[CH3:20])[N:13]=2)[CH:10]=1)=[O:4]. Reactant: [CH3:1][O:2][C:3]([C:5]1[CH:6]=[CH:7][C:8]2[N:9]([N:11]=[C:12]([C:14]3[C:19]([CH3:20])=[CH:18][C:17]([OH:21])=[CH:16][C:15]=3[CH3:22])[N:13]=2)[CH:10]=1)=[O:4].[CH3:23][S:24]([CH2:27][CH2:28][CH2:29]OS(C1C=CC(C)=CC=1)(=O)=O)(=[O:26])=[O:25].C(=O)([O-])[O-].[K+].[K+]. (4) Reactant: [F:1][C:2]([F:37])([F:36])[C:3]1[CH:4]=[C:5]([CH:29]=[C:30]([C:32]([F:35])([F:34])[F:33])[CH:31]=1)[CH2:6][N:7]1[C:11]([Cl:12])=[C:10]([C:13]2[O:17][N:16]=[C:15]([CH2:18][OH:19])[C:14]=2[C:20]([C:22]2[CH:27]=[CH:26][CH:25]=[CH:24][C:23]=2Cl)=[O:21])[N:9]=[N:8]1.[NH:38]1[CH2:43][CH2:42][O:41][CH2:40][CH2:39]1. Product: [F:36][C:2]([F:1])([F:37])[C:3]1[CH:4]=[C:5]([CH:29]=[C:30]([C:32]([F:33])([F:35])[F:34])[CH:31]=1)[CH2:6][N:7]1[C:11]([Cl:12])=[C:10]([C:13]2[O:17][N:16]=[C:15]([CH2:18][OH:19])[C:14]=2[C:20]([C:22]2[CH:27]=[CH:26][CH:25]=[CH:24][C:23]=2[N:38]2[CH2:43][CH2:42][O:41][CH2:40][CH2:39]2)=[O:21])[N:9]=[N:8]1. The catalyst class is: 25. (5) Reactant: [CH3:1][NH:2][CH2:3][CH3:4].[B:5]([C:8]1[CH:16]=[CH:15][C:11]([C:12]([OH:14])=O)=[C:10]([F:17])[CH:9]=1)([OH:7])[OH:6].F[P-](F)(F)(F)(F)F.N1(OC(N(C)C)=[N+](C)C)C2N=CC=CC=2N=N1.[NH4+].[Cl-].Cl. Product: [CH2:3]([N:2]([CH3:1])[C:12]([C:11]1[CH:15]=[CH:16][C:8]([B:5]([OH:6])[OH:7])=[CH:9][C:10]=1[F:17])=[O:14])[CH3:4]. The catalyst class is: 136. (6) Reactant: Br[C:2]1[C:3]([C:25]([F:28])([F:27])[F:26])=[C:4]([C:8]2[N:12]=[C:11]([C:13]3[CH:14]=[CH:15][C:16]([O:21][CH:22]([CH3:24])[CH3:23])=[C:17]([CH:20]=3)[C:18]#[N:19])[O:10][N:9]=2)[CH:5]=[CH:6][CH:7]=1.CC(P(C(C)(C)C)C(C)(C)C)(C)C.C([O-])([O-])=O.[Cs+].[Cs+].Br[Zn][CH2:50][CH2:51][CH2:52][C:53]([O:55][CH2:56][CH3:57])=[O:54]. Product: [C:18]([C:17]1[CH:20]=[C:13]([C:11]2[O:10][N:9]=[C:8]([C:4]3[C:3]([C:25]([F:28])([F:27])[F:26])=[C:2]([CH2:50][CH2:51][CH2:52][C:53]([O:55][CH2:56][CH3:57])=[O:54])[CH:7]=[CH:6][CH:5]=3)[N:12]=2)[CH:14]=[CH:15][C:16]=1[O:21][CH:22]([CH3:24])[CH3:23])#[N:19]. The catalyst class is: 443. (7) Reactant: B(Br)(Br)Br.[C:5]([N:13]1[C:21]2[C:16](=[CH:17][C:18]([O:22]C)=[CH:19][CH:20]=2)[C:15]([CH2:24][C:25]([OH:27])=[O:26])=[C:14]1[CH3:28])(=[O:12])[C:6]1[CH:11]=[CH:10][CH:9]=[CH:8][CH:7]=1. Product: [C:5]([N:13]1[C:21]2[C:16](=[CH:17][C:18]([OH:22])=[CH:19][CH:20]=2)[C:15]([CH2:24][C:25]([OH:27])=[O:26])=[C:14]1[CH3:28])(=[O:12])[C:6]1[CH:7]=[CH:8][CH:9]=[CH:10][CH:11]=1. The catalyst class is: 4.